This data is from Peptide-MHC class II binding affinity with 134,281 pairs from IEDB. The task is: Regression. Given a peptide amino acid sequence and an MHC pseudo amino acid sequence, predict their binding affinity value. This is MHC class II binding data. (1) The peptide sequence is ASATAGTTVYGAFAA. The MHC is HLA-DQA10102-DQB10602 with pseudo-sequence HLA-DQA10102-DQB10602. The binding affinity (normalized) is 0.868. (2) The peptide sequence is YDMFLANVSTVLTGK. The MHC is DRB1_0802 with pseudo-sequence DRB1_0802. The binding affinity (normalized) is 0.727. (3) The peptide sequence is LSKDGCTSAKGPDYK. The MHC is DRB1_0401 with pseudo-sequence DRB1_0401. The binding affinity (normalized) is 0.156.